This data is from Experimentally validated miRNA-target interactions with 360,000+ pairs, plus equal number of negative samples. The task is: Binary Classification. Given a miRNA mature sequence and a target amino acid sequence, predict their likelihood of interaction. (1) The miRNA is hsa-miR-769-5p with sequence UGAGACCUCUGGGUUCUGAGCU. The protein sequence of the target gene is MAAAAVAAAAAAAAAASLQVLEMESMETAAAGSAGLAAEVRGSGTVDFGPGPGISAMEASGGDPGPEAEDFECSSHCSELSWRQNEQRRQGLFCDITLCFGGAGGREFRAHRSVLAAATEYFTPLLSGQFSESRSGRVEMRKWSSEPGPEPDTVEAVIEYMYTGRIRVSTGSVHEVLELADRFLLIRLKEFCGEFLKKKLHLSNCVAIHSLAHMYTLSQLALKAADMIRRNFHKVIQDEEFYTLPFHLIRDWLSDLEITVDSEEVLFETVLKWVQRNAEERERYFEELFKLLRLSQMKPT.... Result: 1 (interaction). (2) The miRNA is mmu-miR-539-3p with sequence CAUACAAGGAUAAUUUCUUUUU. Result: 0 (no interaction). The protein sequence of the target gene is MAADVFMCSPRRPRSRGRSVLLKPQVPEDDDDSDTDEPSPPPPSGVATSARAHASAAPLPPRAGPGREEPPRRQQIIHSGHFMVSSPHREHPPKKGYDFDTVNKQTCQTYSFGKTSSCHLSIDASLTKLFECMTLAYSGKLVSPKWKNFKGLKLQWRDKIRLNNAIWRAWYMQYLEKRRNPVCHFVTPLDGSVDVDEHRRPEAITTEGKYWKSRIEIVIREYHKWRTYFKKRLQQHKDEDLSSLAQDDDMLYWHKHGDGWKTPVPMEEDSLLDTDMLMSEFSDTLFSTLSSHQPVAWPNP.... (3) The miRNA is hsa-miR-16-5p with sequence UAGCAGCACGUAAAUAUUGGCG. The protein sequence of the target gene is MAAIKAVNSKAEVARARAALAVNICAARGLQDVLRTNLGPKGTMKMLVSGAGDIKLTKDGNVLLDEMQIQHPTASLIAKVATAQDDVTGDGTTSNVLIIGELLKQADLYISEGLHPRIIAEGFEAAKIKALEVLEEVKVTKEMKRKILLDVARTSLQTKVHAELADVLTEVVVDSVLAVRRPGYPIDLFMVEIMEMKHKLGTDTKLIQGLVLDHGARHPDMKKRVEDAFILICNVSLEYEKTEVNSGFFYKTAEEKEKLVKAERKFIEDRVQKIIDLKDKVCAQSNKGFVVINQKGIDPF.... Result: 1 (interaction). (4) The protein sequence of the target gene is MYGSARTISNLEGSPSRSPRLPRSPRLGHRRTSSGGGGGTGKTLSMENIQSLNAAYATSGPMYLSDHEGVASTTYPKGTMTLGRATNRAVYGGRVTAMGSSPNIASAGLSHTDVLSYTDQHGGLSGSSHHHHHQVPSMLRQVRDSTMLDLQAQLKELQRENDLLRKELDIKDSKLGSSMNSIKTFWSPELKKERVLRKEEAARMSVLKEQMRVSHEENQHLQLTIQALQDELRTQRDLNHLLQQESGNRGAEHFTIELTEENFRRLQAEHDRQAKELFLLRKTLEEMELRIETQKQTLNA.... The miRNA is hsa-miR-6075 with sequence ACGGCCCAGGCGGCAUUGGUG. Result: 0 (no interaction). (5) The miRNA is hsa-miR-6851-5p with sequence AGGAGGUGGUACUAGGGGCCAGC. The protein sequence of the target gene is MEDGVYEPPDLTPEERMELENIRRRKQELLVEIQRLREELSEAMSEVEGLEANEGSKTLQRNRKMAMGRKKFNMDPKKGIQFLVENELLQNTPEEIARFLYKGEGLNKTAIGDYLGEREELNLAVLHAFVDLHEFTDLNLVQALRQFLWSFRLPGEAQKIDRMMEAFAQRYCLCNPGVFQSTDTCYVLSFAVIMLNTSLHNPNVRDKPGLERFVAMNRGINEGGDLPEELLRNLYDSIRNEPFKIPEDDGNDLTHTFFNPDREGWLLKLGGGRVKTWKRRWFILTDNCLYYFEYTTDKEP.... Result: 1 (interaction). (6) The miRNA is hsa-miR-6811-5p with sequence AUGCAGGCCUGUGUACAGCACU. The protein sequence of the target gene is MSRFLNVLRSWLVMVSIIAMGNTLQSFRDHTFLYEKLYTGKPNLVNGLQARTFGIWTLLSSVIRCLCAIDIHNKTLYHITLWTFLLALGHFLSELFVYGTAAPTIGVLAPLMVASFSILGMLVGLRYLEVEPVSRQKKRN. Result: 1 (interaction). (7) The miRNA is hsa-miR-601 with sequence UGGUCUAGGAUUGUUGGAGGAG. The protein sequence of the target gene is MASPSLPGSDCSQIIDHSHVPEFEVATWIKITLILVYLIIFVMGLLGNSATIRVTQVLQKKGYLQKEVTDHMVSLACSDILVFLIGMPMEFYSIIWNPLTTSSYTLSCKLHTFLFEACSYATLLHVLTLSFERYIAICHPFRYKAVSGPCQVKLLIGFVWVTSALVALPLLFAMGTEYPLVNVPSHRGLTCNRSSTRHHEQPETSNMSICTNLSSRWTVFQSSIFGAFVVYLVVLLSVAFMCWNMMQVLMKSQKGSLAGGTRPPQLRKSESEESRTARRQTIIFLRLIVVTLAVCWMPNQ.... Result: 0 (no interaction). (8) The protein sequence of the target gene is MSTARTENPVIMGLSSQNGQLRGPVKPTGGPGGGGTQTQQQMNQLKNTNTINNGTQQQAQSMTTTIKPGDDWKKTLKLPPKDLRIKTSDVTSTKGNEFEDYCLKRELLMGIFEMGWEKPSPIQEESIPIALSGRDILARAKNGTGKSGAYLIPLLERLDLKKDNIQAMVIVPTRELALQVSQICIQVSKHMGGAKVMATTGGTNLRDDIMRLDDTVHVVIATPGRILDLIKKGVAKVDHVQMIVLDEADKLLSQDFVQIMEDIILTLPKNRQILLYSATFPLSVQKFMNSHLQKPYEINL.... Result: 1 (interaction). The miRNA is hsa-miR-22-3p with sequence AAGCUGCCAGUUGAAGAACUGU. (9) The miRNA is hsa-miR-658 with sequence GGCGGAGGGAAGUAGGUCCGUUGGU. The protein sequence of the target gene is MAARQAVGSGAQETCGLDRILEALKLLLSPGGSGSSSLQVTKHDVLLATLKSNLSALEDKFLKDPQWKNLKLLRDEIADKAEWPQNSVDVTWSFTSQTLLLLLCLKETMIRLAANFNPGKPNPRTPEVAPALSPDALSISQQKTVQFVLQFVVTLGICPYLMPGVGVPLRYRTEFGAVVQDVVCFDAAPDATRRLYTSCKALLNVAQHTSLGSLIFCHHFGDIAAGLCQLGFCPTKRKLLTPAEEVLTEEERTLSRGALRDMLDQVYQPLAVRELLILQGGPPQSCTDVKTQMRCRAPAW.... Result: 0 (no interaction).